Predict the product of the given reaction. From a dataset of Forward reaction prediction with 1.9M reactions from USPTO patents (1976-2016). (1) Given the reactants [Cl-].[C:2]([O:6][C:7]([NH:9][NH:10][C:11]([CH2:13][C:14]1[CH:39]=[CH:38][C:17]([CH2:18][P+](C2C=CC=CC=2)(C2C=CC=CC=2)C2C=CC=CC=2)=[CH:16][CH:15]=1)=[O:12])=[O:8])([CH3:5])([CH3:4])[CH3:3].C([Li])CCC.[CH:45]([C:47]1[S:51][C:50]([NH:52][C:53](=[O:55])[CH3:54])=[CH:49][CH:48]=1)=O.[Cl-].[NH4+], predict the reaction product. The product is: [C:53]([NH:52][C:50]1[S:51][C:47]([CH:45]=[CH:18][C:17]2[CH:16]=[CH:15][C:14]([CH2:13][C:11]([NH:10][NH:9][C:7]([O:6][C:2]([CH3:3])([CH3:4])[CH3:5])=[O:8])=[O:12])=[CH:39][CH:38]=2)=[CH:48][CH:49]=1)(=[O:55])[CH3:54]. (2) Given the reactants [CH3:1][O:2][C:3](=[O:22])[C:4]1[CH:9]=[C:8]([N+:10]([O-:12])=[O:11])[CH:7]=[C:6]([C:13](=[O:21])[C:14]2[CH:19]=[CH:18][C:17](Br)=[CH:16][CH:15]=2)[CH:5]=1.[Cl:23][C:24]1[CH:31]=[CH:30][C:27]([NH:28][CH3:29])=[CH:26][CH:25]=1.C1C=CC(P(C2C(C3C(P(C4C=CC=CC=4)C4C=CC=CC=4)=CC=C4C=3C=CC=C4)=C3C(C=CC=C3)=CC=2)C2C=CC=CC=2)=CC=1.C([O-])([O-])=O.[Cs+].[Cs+], predict the reaction product. The product is: [CH3:1][O:2][C:3](=[O:22])[C:4]1[CH:9]=[C:8]([N+:10]([O-:12])=[O:11])[CH:7]=[C:6]([C:13](=[O:21])[C:14]2[CH:19]=[CH:18][C:17]([N:28]([C:27]3[CH:30]=[CH:31][C:24]([Cl:23])=[CH:25][CH:26]=3)[CH3:29])=[CH:16][CH:15]=2)[CH:5]=1. (3) Given the reactants [CH2:1]([O:3][C:4](=[O:27])[CH2:5][CH2:6][N:7]1[CH2:16][CH2:15][C:14]2[C:9](=[CH:10][C:11]([O:19][CH3:20])=[C:12]([O:17][CH3:18])[CH:13]=2)[CH:8]1[CH2:21][C:22](OCC)=O)[CH3:2].CC[O-].[Na+].C(O)C.C([O-])(=O)C.[NH4+:39], predict the reaction product. The product is: [CH2:1]([O:3][C:4]([C:5]1[CH2:6][N:7]2[CH2:16][CH2:15][C:14]3[C:9]([CH:8]2[CH2:21][C:22]=1[NH2:39])=[CH:10][C:11]([O:19][CH3:20])=[C:12]([O:17][CH3:18])[CH:13]=3)=[O:27])[CH3:2]. (4) Given the reactants [Br:1][C:2]1[C:3]([C@@H:10]([NH:20][C:21](=[O:39])[CH2:22][N:23]2[C:31]3[C:30]([F:33])([F:32])[CH2:29][CH2:28][C:27]([F:35])([F:34])[C:26]=3[C:25]([CH:36]([F:38])[F:37])=[N:24]2)[CH2:11][C:12]2[CH:17]=[C:16]([F:18])[CH:15]=[C:14]([F:19])[CH:13]=2)=[N:4][C:5]([NH:8][CH3:9])=[N:6][CH:7]=1.BrC1[C:42]([C@@H:51]([NH:61][C:62](=[O:80])CN2C3C(F)(F)CCC(F)(F)C=3C(C(F)F)=N2)CC2C=C(F)C=C(F)C=2)=[N:43][C:44](S(C)(=O)=O)=NC=1.NCCN1CCNC1=O, predict the reaction product. The product is: [Br:1][C:2]1[C:3]([C@@H:10]([NH:20][C:21](=[O:39])[CH2:22][N:23]2[C:31]3[C:30]([F:33])([F:32])[CH2:29][CH2:28][C:27]([F:34])([F:35])[C:26]=3[C:25]([CH:36]([F:37])[F:38])=[N:24]2)[CH2:11][C:12]2[CH:13]=[C:14]([F:19])[CH:15]=[C:16]([F:18])[CH:17]=2)=[N:4][C:5]([NH:8][CH2:9][CH2:44][N:43]2[CH2:42][CH2:51][NH:61][C:62]2=[O:80])=[N:6][CH:7]=1. (5) Given the reactants [C:1]([N:5]1[C:14]2[C:9](=[CH:10][CH:11]=[CH:12][CH:13]=2)[CH2:8][CH2:7][CH:6]1[CH2:15][N:16]1[CH2:21][CH2:20][N:19]([C:22]2[CH:30]=[CH:29][CH:28]=[C:27]3[C:23]=2[CH:24]=[CH:25][NH:26]3)[CH2:18][CH2:17]1)(=[O:4])[CH:2]=[CH2:3].[C-:31]#[N:32].[Na+].O, predict the reaction product. The product is: [C:31]([CH2:3][CH2:2][C:1]([N:5]1[C:14]2[C:9](=[CH:10][CH:11]=[CH:12][CH:13]=2)[CH2:8][CH2:7][CH:6]1[CH2:15][N:16]1[CH2:21][CH2:20][N:19]([C:22]2[CH:30]=[CH:29][CH:28]=[C:27]3[C:23]=2[CH:24]=[CH:25][NH:26]3)[CH2:18][CH2:17]1)=[O:4])#[N:32]. (6) Given the reactants O=[CH:2][CH2:3][C@H:4]([NH:11][C:12](=[O:18])[O:13][C:14]([CH3:17])([CH3:16])[CH3:15])[C:5]1[CH:10]=[CH:9][CH:8]=[CH:7][CH:6]=1.Cl.[NH2:20][C:21]1([C:26]([O:28][CH3:29])=[O:27])[CH2:25][CH2:24][CH2:23][CH2:22]1.CCN(C(C)C)C(C)C.C([O-])(O)=O.[Na+], predict the reaction product. The product is: [C:14]([O:13][C:12]([NH:11][C@H:4]([C:5]1[CH:10]=[CH:9][CH:8]=[CH:7][CH:6]=1)[CH2:3][CH2:2][NH:20][C:21]1([C:26]([O:28][CH3:29])=[O:27])[CH2:25][CH2:24][CH2:23][CH2:22]1)=[O:18])([CH3:17])([CH3:16])[CH3:15]. (7) Given the reactants P(=O)(O)(O)O.C(O)(=O)C.[CH3:10][NH:11][C:12]1[C:13]([NH:18][C:19]2[C:24]([C:25]([CH3:27])=[CH2:26])=[CH:23][CH:22]=[CH:21][N:20]=2)=[CH:14][CH:15]=[CH:16][CH:17]=1.C([O-])([O-])=O.[Na+].[Na+], predict the reaction product. The product is: [CH3:10][NH:11][C:12]1[C:13]2[NH:18][C:19]3[N:20]=[CH:21][CH:22]=[CH:23][C:24]=3[C:25]([CH3:27])([CH3:26])[C:14]=2[CH:15]=[CH:16][CH:17]=1. (8) Given the reactants Br[C:2]1[CH:7]=[C:6]([F:8])[C:5]([F:9])=[CH:4][C:3]=1[C:10]1[CH:15]=[CH:14][C:13]([S:16]([CH3:19])(=[O:18])=[O:17])=[CH:12][CH:11]=1.[CH3:20][C:21]1[CH:26]=[CH:25][C:24](B(O)O)=[CH:23][CH:22]=1, predict the reaction product. The product is: [F:9][C:5]1[CH:4]=[C:3]([C:10]2[CH:15]=[CH:14][C:13]([S:16]([CH3:19])(=[O:18])=[O:17])=[CH:12][CH:11]=2)[C:2]([C:24]2[CH:25]=[CH:26][C:21]([CH3:20])=[CH:22][CH:23]=2)=[CH:7][C:6]=1[F:8]. (9) Given the reactants [CH:1]([C:4]1[CH:5]=[C:6]([C:10]2[CH:15]=[CH:14][CH:13]=[CH:12][C:11]=2[CH2:16][N:17]2[CH:22]=[CH:21][CH:20]=[C:19]([C:23](O)=[O:24])[C:18]2=[O:26])[CH:7]=[CH:8][CH:9]=1)([CH3:3])[CH3:2].[NH2:27][C@@H:28]([CH2:36][CH2:37][CH2:38][NH:39][C:40]([NH:42][S:43]([C:46]1[C:47]([CH3:60])=[C:48]2[C:53](=[C:54]([CH3:57])[C:55]=1[CH3:56])[O:52][C:51]([CH3:59])([CH3:58])[CH2:50][CH2:49]2)(=[O:45])=[O:44])=[NH:41])[C:29]([O:31][C:32]([CH3:35])([CH3:34])[CH3:33])=[O:30].CN(C(ON1N=NC2C=CC=CC1=2)=[N+](C)C)C.F[P-](F)(F)(F)(F)F.CCN(C(C)C)C(C)C, predict the reaction product. The product is: [CH:1]([C:4]1[CH:5]=[C:6]([C:10]2[CH:15]=[CH:14][CH:13]=[CH:12][C:11]=2[CH2:16][N:17]2[CH:22]=[CH:21][CH:20]=[C:19]([C:23]([NH:27][C@@H:28]([CH2:36][CH2:37][CH2:38][NH:39][C:40]([NH:42][S:43]([C:46]3[C:47]([CH3:60])=[C:48]4[C:53](=[C:54]([CH3:57])[C:55]=3[CH3:56])[O:52][C:51]([CH3:59])([CH3:58])[CH2:50][CH2:49]4)(=[O:44])=[O:45])=[NH:41])[C:29]([O:31][C:32]([CH3:33])([CH3:34])[CH3:35])=[O:30])=[O:24])[C:18]2=[O:26])[CH:7]=[CH:8][CH:9]=1)([CH3:3])[CH3:2]. (10) Given the reactants [CH3:1][O:2][C:3]1[CH:12]=[C:11]2[C:6]([CH:7]=[C:8]([C:17]([O:19][CH2:20][CH3:21])=[O:18])[CH:9]([C:13]([F:16])([F:15])[F:14])[O:10]2)=[CH:5][CH:4]=1.II.[I:24](O)(=O)(=O)=O, predict the reaction product. The product is: [I:24][C:4]1[CH:5]=[C:6]2[C:11](=[CH:12][C:3]=1[O:2][CH3:1])[O:10][CH:9]([C:13]([F:14])([F:15])[F:16])[C:8]([C:17]([O:19][CH2:20][CH3:21])=[O:18])=[CH:7]2.